From a dataset of Forward reaction prediction with 1.9M reactions from USPTO patents (1976-2016). Predict the product of the given reaction. Given the reactants [C:1]([O:5][C:6](=[O:22])[NH:7][CH2:8][C:9]1[CH:14]=[CH:13][C:12]([C:15]2[CH:20]=[CH:19][CH:18]=[C:17]([OH:21])[CH:16]=2)=[CH:11][CH:10]=1)([CH3:4])([CH3:3])[CH3:2].[Cl:23][C:24]1[N:29]=[C:28](Cl)[CH:27]=[CH:26][N:25]=1.C(=O)([O-])[O-].[K+].[K+], predict the reaction product. The product is: [C:1]([O:5][C:6](=[O:22])[NH:7][CH2:8][C:9]1[CH:14]=[CH:13][C:12]([C:15]2[CH:20]=[CH:19][CH:18]=[C:17]([O:21][C:26]3[CH:27]=[CH:28][N:29]=[C:24]([Cl:23])[N:25]=3)[CH:16]=2)=[CH:11][CH:10]=1)([CH3:4])([CH3:2])[CH3:3].